This data is from Forward reaction prediction with 1.9M reactions from USPTO patents (1976-2016). The task is: Predict the product of the given reaction. (1) The product is: [O:16]([CH2:17][C:18]1[O:3][N:1]=[C:4]([C:5]([O:7][CH2:8][CH3:9])=[O:6])[CH:19]=1)[C:10]1[CH:15]=[CH:14][CH:13]=[CH:12][CH:11]=1. Given the reactants [N+:1]([CH2:4][C:5]([O:7][CH2:8][CH3:9])=[O:6])([O-:3])=O.[C:10]1([O:16][CH2:17][C:18]#[CH:19])[CH:15]=[CH:14][CH:13]=[CH:12][CH:11]=1.N12CCN(CC1)CC2.Cl, predict the reaction product. (2) Given the reactants Br[C:2]1[CH:3]=[CH:4][C:5]([N+:8]([O-:10])=[O:9])=[N:6][CH:7]=1.[N:11]1([C:17](=[O:19])[CH3:18])[CH2:16][CH2:15][NH:14][CH2:13][CH2:12]1.C(N(CC)CC)C, predict the reaction product. The product is: [N+:8]([C:5]1[N:6]=[CH:7][C:2]([N:14]2[CH2:15][CH2:16][N:11]([C:17](=[O:19])[CH3:18])[CH2:12][CH2:13]2)=[CH:3][CH:4]=1)([O-:10])=[O:9]. (3) Given the reactants [Cl:1][C:2]1[N:7]=[CH:6][N:5]=[C:4]([N:8]2[C:12](=[O:13])[C:11]([C:14]3[CH:15]=[N:16][CH:17]=[CH:18][CH:19]=3)=[CH:10][NH:9]2)[CH:3]=1.[CH3:20][O:21][CH2:22][CH2:23][NH2:24].C(N(CC)C(C)C)(C)C, predict the reaction product. The product is: [ClH:1].[CH3:20][O:21][CH2:22][CH2:23][NH:24][C:2]1[N:7]=[CH:6][N:5]=[C:4]([N:8]2[C:12](=[O:13])[C:11]([C:14]3[CH:15]=[N:16][CH:17]=[CH:18][CH:19]=3)=[CH:10][NH:9]2)[CH:3]=1. (4) Given the reactants C(Cl)(=O)C(Cl)=O.CS(C)=O.[C:11]([O:15][C:16]([N:18]1[CH2:23][CH2:22][CH:21]([CH2:24][CH2:25][OH:26])[CH2:20][CH2:19]1)=[O:17])([CH3:14])([CH3:13])[CH3:12].C(N(CC)CC)C, predict the reaction product. The product is: [C:11]([O:15][C:16]([N:18]1[CH2:23][CH2:22][CH:21]([CH2:24][CH:25]=[O:26])[CH2:20][CH2:19]1)=[O:17])([CH3:14])([CH3:13])[CH3:12]. (5) Given the reactants [NH2:1][C@@H:2]1[CH2:7][CH2:6][CH2:5][N:4](C(OC(C)(C)C)=O)[CH2:3]1.[N+:15]([C:18]1[CH:19]=[CH:20][CH:21]=[C:22]2[C:26]=1[NH:25][C:24]([C:27](O)=[O:28])=[CH:23]2)([O-:17])=[O:16].N, predict the reaction product. The product is: [N+:15]([C:18]1[CH:19]=[CH:20][CH:21]=[C:22]2[C:26]=1[NH:25][C:24]([C:27]([NH:1][C@@H:2]1[CH2:7][CH2:6][CH2:5][NH:4][CH2:3]1)=[O:28])=[CH:23]2)([O-:17])=[O:16]. (6) Given the reactants C(OC1C=CC([C@@H]2C[C@H]2N)=CC=1)C1C=CC=CC=1.[Br:19][C:20]1[CH:25]=[CH:24][C:23]([C@@H:26]2[CH2:28][C@H:27]2[N+:29]([O-])=O)=[CH:22][CH:21]=1, predict the reaction product. The product is: [Br:19][C:20]1[CH:21]=[CH:22][C:23]([C@@H:26]2[CH2:28][C@H:27]2[NH2:29])=[CH:24][CH:25]=1. (7) The product is: [S:17]([CH2:20][CH2:21][S:1][C:2]1[N:10]=[CH:9][CH:8]=[CH:7][C:3]=1[C:4]([OH:6])=[O:5])([C:14]1[CH:15]=[CH:16][C:11]([CH3:23])=[CH:12][CH:13]=1)(=[O:19])=[O:18]. Given the reactants [SH:1][C:2]1[N:10]=[CH:9][CH:8]=[CH:7][C:3]=1[C:4]([OH:6])=[O:5].[C:11]1([CH3:23])[CH:16]=[CH:15][C:14]([S:17]([CH2:20][CH2:21]O)(=[O:19])=[O:18])=[CH:13][CH:12]=1.OS(O)(=O)=O, predict the reaction product. (8) Given the reactants [CH2:1]([C@H:8]([NH:19][C:20](=[O:30])[O:21][C@@H:22]1[C@H:29]2[C@H:25]([O:26][CH2:27][CH2:28]2)[O:24][CH2:23]1)[C@H:9]([OH:18])[CH2:10][NH:11][O:12][CH:13]([CH2:16][CH3:17])[CH2:14][CH3:15])[C:2]1[CH:7]=[CH:6][CH:5]=[CH:4][CH:3]=1.[O:31]1[C:35]2[CH:36]=[CH:37][C:38]([S:40](Cl)(=[O:42])=[O:41])=[CH:39][C:34]=2[O:33][CH2:32]1.C(N(C(C)C)CC)(C)C, predict the reaction product. The product is: [O:31]1[C:35]2[CH:36]=[CH:37][C:38]([S:40]([N:11]([O:12][CH:13]([CH2:14][CH3:15])[CH2:16][CH3:17])[CH2:10][C@@H:9]([OH:18])[C@@H:8]([NH:19][C:20](=[O:30])[O:21][C@@H:22]3[C@H:29]4[C@H:25]([O:26][CH2:27][CH2:28]4)[O:24][CH2:23]3)[CH2:1][C:2]3[CH:3]=[CH:4][CH:5]=[CH:6][CH:7]=3)(=[O:41])=[O:42])=[CH:39][C:34]=2[O:33][CH2:32]1. (9) Given the reactants [F:1][C:2]([C:5]1[CH:6]=[C:7]([OH:11])[CH:8]=[CH:9][CH:10]=1)([F:4])[F:3].[N+:12]([O-])([OH:14])=[O:13], predict the reaction product. The product is: [N+:12]([C:8]1[CH:9]=[CH:10][C:5]([C:2]([F:3])([F:4])[F:1])=[CH:6][C:7]=1[OH:11])([O-:14])=[O:13]. (10) Given the reactants [CH3:1][C:2]1[CH:7]=[C:6]([NH:8][C:9]([CH3:11])=[O:10])[CH:5]=[CH:4][C:3]=1Br.[CH2:13]([Zn]CC)[CH3:14].CCCCCC, predict the reaction product. The product is: [CH2:13]([C:3]1[C:2]([CH3:1])=[CH:7][C:6]([NH:8][C:9](=[O:10])[CH3:11])=[CH:5][CH:4]=1)[CH3:14].